This data is from Forward reaction prediction with 1.9M reactions from USPTO patents (1976-2016). The task is: Predict the product of the given reaction. (1) The product is: [OH:8][C@H:9]1[CH2:10][C@H:11]([C:13]2[N:17]([C:18]([O:20][C:21]([CH3:22])([CH3:23])[CH3:24])=[O:19])[C:16]3[CH:25]=[CH:26][CH:27]=[CH:28][C:15]=3[N:14]=2)[CH2:12]1. Given the reactants C([O:8][C@H:9]1[CH2:12][C@H:11]([C:13]2[N:17]([C:18]([O:20][C:21]([CH3:24])([CH3:23])[CH3:22])=[O:19])[C:16]3[CH:25]=[CH:26][CH:27]=[CH:28][C:15]=3[N:14]=2)[CH2:10]1)C1C=CC=CC=1.C1CCCCC=1.CC1C=C2N=C3C(=NC(NC3=O)=O)N(C[C@H](O)[C@H](O)[C@H](O)CO)C2=CC=1C, predict the reaction product. (2) Given the reactants Cl[C:2]1[C:3]2[C:4](=[CH:14][N:15](CC3C=CC(OC)=CC=3)[N:16]=2)[N:5]=[C:6]([C:8]2[CH:13]=[CH:12][CH:11]=[CH:10][CH:9]=2)[N:7]=1.[NH2:26][C:27]1[CH:28]=[C:29]([CH:33]=[CH:34][CH:35]=1)[C:30]([NH2:32])=[O:31].Cl, predict the reaction product. The product is: [C:8]1([C:6]2[N:7]=[C:2]([NH:26][C:27]3[CH:28]=[C:29]([CH:33]=[CH:34][CH:35]=3)[C:30]([NH2:32])=[O:31])[C:3]3[NH:16][N:15]=[CH:14][C:4]=3[N:5]=2)[CH:9]=[CH:10][CH:11]=[CH:12][CH:13]=1. (3) Given the reactants [NH2:1][CH2:2][C:3]1[CH:8]=[C:7]([OH:9])[C:6]([O:10][CH2:11][CH2:12][N:13]2[CH2:17][CH2:16][CH2:15][CH2:14]2)=[CH:5][N:4]=1.CO[CH:20]=[C:21]1[C:30]2[C:25](=[CH:26][CH:27]=[C:28]([I:31])[CH:29]=2)[C:24](=[O:32])[NH:23][C:22]1=[O:33], predict the reaction product. The product is: [OH:9][C:7]1[C:6]([O:10][CH2:11][CH2:12][N:13]2[CH2:17][CH2:16][CH2:15][CH2:14]2)=[CH:5][N:4]=[C:3]([CH2:2][NH:1][CH:20]=[C:21]2[C:30]3[C:25](=[CH:26][CH:27]=[C:28]([I:31])[CH:29]=3)[C:24](=[O:32])[NH:23][C:22]2=[O:33])[CH:8]=1. (4) Given the reactants [CH2:1]([N:8]1[CH2:14][C:13]2[N:15]=[CH:16][C:17]([N:19]([CH3:23])[CH:20]([CH3:22])[CH3:21])=[N:18][C:12]=2[O:11][CH2:10][CH2:9]1)[C:2]1[CH:7]=[CH:6][CH:5]=[CH:4][CH:3]=1.[Br:24]N1C(=O)CCC1=O.C(#N)C, predict the reaction product. The product is: [CH2:1]([N:8]1[CH2:14][C:13]2[N:15]=[C:16]([Br:24])[C:17]([N:19]([CH3:23])[CH:20]([CH3:21])[CH3:22])=[N:18][C:12]=2[O:11][CH2:10][CH2:9]1)[C:2]1[CH:3]=[CH:4][CH:5]=[CH:6][CH:7]=1. (5) Given the reactants C(OC([N:8]([C:25]1[C:30]([O:31]C)=[CH:29][N:28]=[C:27]([C:33]2[CH:38]=[CH:37][CH:36]=[C:35]([O:39][CH2:40][C:41]([NH:43][CH:44]([CH3:46])[CH3:45])=[O:42])[CH:34]=2)[N:26]=1)[C:9]1[CH:10]=[C:11]2[C:15](=[CH:16][CH:17]=1)[N:14](C(OC(C)(C)C)=O)[N:13]=[CH:12]2)=O)(C)(C)C.Cl.N1C=CC=CC=1.N.O, predict the reaction product. The product is: [NH:14]1[C:15]2[C:11](=[CH:10][C:9]([NH:8][C:25]3[C:30]([OH:31])=[CH:29][N:28]=[C:27]([C:33]4[CH:34]=[C:35]([CH:36]=[CH:37][CH:38]=4)[O:39][CH2:40][C:41]([NH:43][CH:44]([CH3:46])[CH3:45])=[O:42])[N:26]=3)=[CH:17][CH:16]=2)[CH:12]=[N:13]1.